Dataset: NCI-60 drug combinations with 297,098 pairs across 59 cell lines. Task: Regression. Given two drug SMILES strings and cell line genomic features, predict the synergy score measuring deviation from expected non-interaction effect. (1) Drug 1: CC1=C(C(=CC=C1)Cl)NC(=O)C2=CN=C(S2)NC3=CC(=NC(=N3)C)N4CCN(CC4)CCO. Drug 2: CCN(CC)CCNC(=O)C1=C(NC(=C1C)C=C2C3=C(C=CC(=C3)F)NC2=O)C. Cell line: M14. Synergy scores: CSS=9.17, Synergy_ZIP=-2.64, Synergy_Bliss=1.29, Synergy_Loewe=0.509, Synergy_HSA=0.588. (2) Drug 1: CC12CCC3C(C1CCC2=O)CC(=C)C4=CC(=O)C=CC34C. Cell line: SR. Synergy scores: CSS=38.6, Synergy_ZIP=-4.69, Synergy_Bliss=-5.25, Synergy_Loewe=-7.32, Synergy_HSA=-4.03. Drug 2: C1C(C(OC1N2C=NC(=NC2=O)N)CO)O. (3) Synergy scores: CSS=16.4, Synergy_ZIP=-4.97, Synergy_Bliss=-0.122, Synergy_Loewe=-0.976, Synergy_HSA=1.27. Cell line: NCI/ADR-RES. Drug 1: CC12CCC(CC1=CCC3C2CCC4(C3CC=C4C5=CN=CC=C5)C)O. Drug 2: CC1C(C(CC(O1)OC2CC(CC3=C2C(=C4C(=C3O)C(=O)C5=C(C4=O)C(=CC=C5)OC)O)(C(=O)CO)O)N)O.Cl. (4) Drug 1: C1=C(C(=O)NC(=O)N1)N(CCCl)CCCl. Drug 2: CC1=C(C=C(C=C1)C(=O)NC2=CC(=CC(=C2)C(F)(F)F)N3C=C(N=C3)C)NC4=NC=CC(=N4)C5=CN=CC=C5. Cell line: NCI-H322M. Synergy scores: CSS=-2.63, Synergy_ZIP=3.57, Synergy_Bliss=4.91, Synergy_Loewe=-1.31, Synergy_HSA=-0.942. (5) Synergy scores: CSS=5.52, Synergy_ZIP=1.04, Synergy_Bliss=5.71, Synergy_Loewe=-4.03, Synergy_HSA=0.351. Drug 1: CC(C)(C#N)C1=CC(=CC(=C1)CN2C=NC=N2)C(C)(C)C#N. Drug 2: C1=NNC2=C1C(=O)NC=N2. Cell line: CAKI-1.